Task: Predict the reaction yield, written as a fraction of the theoretical maximum amount of product (1.0 means a 100% yield; for example, 0.34 means a 34% yield).. Dataset: Reaction yield outcomes from USPTO patents with 853,638 reactions (1) The reactants are [CH2:1]([O:3][C:4]([C:6]1[CH:7]=[N:8][N:9]([CH:12]([CH3:21])[C:13](=[O:20])[C:14]2[CH:19]=[CH:18][CH:17]=[CH:16][CH:15]=2)[C:10]=1[NH2:11])=[O:5])[CH3:2].[BH4-].[Na+]. The catalyst is CCO. The product is [CH2:1]([O:3][C:4]([C:6]1[CH:7]=[N:8][N:9]([CH:12]([CH3:21])[CH:13]([OH:20])[C:14]2[CH:19]=[CH:18][CH:17]=[CH:16][CH:15]=2)[C:10]=1[NH2:11])=[O:5])[CH3:2]. The yield is 0.980. (2) The reactants are [CH3:1][C:2]1([CH3:14])[C:10]2[C:5](=[CH:6][CH:7]=[C:8]([C:11]#N)[CH:9]=2)[C:4](=[O:13])[O:3]1.[OH2:15].Cl.[OH-:17].[Na+]. No catalyst specified. The product is [CH3:1][C:2]1([CH3:14])[C:10]2[C:5](=[CH:6][CH:7]=[C:8]([C:11]([OH:17])=[O:15])[CH:9]=2)[C:4](=[O:13])[O:3]1. The yield is 0.920. (3) The reactants are [CH3:1][O:2][C:3]([NH:5][C:6]1[CH:11]=[CH:10][C:9]([C:12]2[NH:16][C:15]([C@@H:17]3[CH2:21][C@H:20]([CH:22]4[CH2:27][CH2:26][N:25]([S:28]([CH3:31])(=[O:30])=[O:29])[CH2:24][CH2:23]4)[CH2:19][N:18]3C(OC(C)(C)C)=O)=[N:14][CH:13]=2)=[CH:8][CH:7]=1)=[O:4].[ClH:39]. The catalyst is O1CCOCC1. The product is [ClH:39].[CH3:31][S:28]([N:25]1[CH2:24][CH2:23][CH:22]([C@@H:20]2[CH2:19][NH:18][C@H:17]([C:15]3[NH:16][C:12]([C:9]4[CH:8]=[CH:7][C:6]([NH:5][C:3](=[O:4])[O:2][CH3:1])=[CH:11][CH:10]=4)=[CH:13][N:14]=3)[CH2:21]2)[CH2:27][CH2:26]1)(=[O:29])=[O:30]. The yield is 0.990. (4) The reactants are [CH3:1][O:2][C:3]1[CH:4]=[C:5]([CH2:11][CH2:12][C:13]2[N:14]=[C:15]3[CH:21]=[C:20]([C:22]#[C:23][CH2:24][N:25]([CH2:28][CH3:29])[CH2:26][CH3:27])[NH:19][C:16]3=[N:17][CH:18]=2)[CH:6]=[C:7]([O:9][CH3:10])[CH:8]=1. The catalyst is CO.[Pd]. The product is [CH3:10][O:9][C:7]1[CH:6]=[C:5]([CH2:11][CH2:12][C:13]2[N:14]=[C:15]3[CH:21]=[C:20]([CH2:22][CH2:23][CH2:24][N:25]([CH2:28][CH3:29])[CH2:26][CH3:27])[NH:19][C:16]3=[N:17][CH:18]=2)[CH:4]=[C:3]([O:2][CH3:1])[CH:8]=1. The yield is 0.500.